From a dataset of Full USPTO retrosynthesis dataset with 1.9M reactions from patents (1976-2016). Predict the reactants needed to synthesize the given product. Given the product [F:1][C:2]1[CH:7]=[C:6]([O:8][CH3:9])[CH:5]=[CH:4][C:3]=1[CH2:10][CH2:11][OH:12], predict the reactants needed to synthesize it. The reactants are: [F:1][C:2]1[CH:7]=[C:6]([O:8][CH3:9])[CH:5]=[CH:4][C:3]=1[CH2:10][C:11](O)=[O:12].B.C1COCC1.